This data is from Reaction yield outcomes from USPTO patents with 853,638 reactions. The task is: Predict the reaction yield, written as a fraction of the theoretical maximum amount of product (1.0 means a 100% yield; for example, 0.34 means a 34% yield). (1) The yield is 0.950. The catalyst is CC(N(C)C)=O. The product is [NH2:65]/[C:64](/[C:52]1[CH:51]=[N:50][C:49]([NH2:48])=[C:54]([C:55]2[O:56][C:57]([C:60]([CH3:63])([CH3:62])[CH3:61])=[N:58][N:59]=2)[N:53]=1)=[N:66]\[NH:67][C:36]([CH:35]1[CH2:34][CH2:33][N:32]([C:25]([O:27][C:28]([CH3:29])([CH3:30])[CH3:31])=[O:26])[CH2:40][CH2:39]1)=[O:38]. The reactants are F[P-](F)(F)(F)(F)F.N1(OC(N(C)C)=[N+](C)C)C2N=CC=CC=2N=N1.[C:25]([N:32]1[CH2:40][CH2:39][CH:35]([C:36]([OH:38])=O)[CH2:34][CH2:33]1)([O:27][C:28]([CH3:31])([CH3:30])[CH3:29])=[O:26].CN1CCOCC1.[NH2:48][C:49]1[N:50]=[CH:51][C:52](/[C:64](=[N:66]/[NH2:67])/[NH2:65])=[N:53][C:54]=1[C:55]1[O:56][C:57]([C:60]([CH3:63])([CH3:62])[CH3:61])=[N:58][N:59]=1. (2) The reactants are [CH3:1][C:2]1[CH:3]=[CH:4][C:5]2[NH:10][CH2:9][CH:8]([C:11]([O:13]CC)=[O:12])[O:7][C:6]=2[CH:16]=1.[OH-].[Na+].Cl. The catalyst is O. The product is [CH3:1][C:2]1[CH:3]=[CH:4][C:5]2[NH:10][CH2:9][CH:8]([C:11]([OH:13])=[O:12])[O:7][C:6]=2[CH:16]=1. The yield is 0.687.